From a dataset of Full USPTO retrosynthesis dataset with 1.9M reactions from patents (1976-2016). Predict the reactants needed to synthesize the given product. (1) Given the product [CH3:1][S:2]([C:19]1[C:20]([CH3:40])=[C:21]([N:25]2[CH2:26][CH2:27][CH2:28]2)[CH:22]=[CH:23][CH:24]=1)(=[O:4])=[O:3], predict the reactants needed to synthesize it. The reactants are: [CH3:1][S:2](CC1C=C(N2CCC2)C=CC=1)(=[O:4])=[O:3].CSC[C:19]1[CH:20]=[C:21]([N:25]2[CH2:28][CH2:27][CH2:26]2)[CH:22]=[CH:23][CH:24]=1.S(=O)(=O)(O)O.OOS([O-])=O.[K+].[C:40](=O)([O-])O.[Na+]. (2) Given the product [Cl:8][C:6]1[CH:5]=[CH:4][C:3]([S:9][CH2:11][C:12]2[CH:17]=[CH:16][C:15]([N+:18]([O-:20])=[O:19])=[CH:14][CH:13]=2)=[C:2]([CH:7]=1)[NH2:1], predict the reactants needed to synthesize it. The reactants are: [NH2:1][C:2]1[CH:7]=[C:6]([Cl:8])[CH:5]=[CH:4][C:3]=1[SH:9].Br[CH2:11][C:12]1[CH:17]=[CH:16][C:15]([N+:18]([O-:20])=[O:19])=[CH:14][CH:13]=1.C([O-])([O-])=O.[K+].[K+]. (3) Given the product [NH2:11][C:10]1[N:29]([C:23]2[CH:24]=[CH:25][C:26]([F:28])=[CH:27][C:22]=2[F:21])[N:30]=[CH:13][C:9]=1[C:7]([C:6]1[CH:5]=[CH:4][O:3][C:2]=1[CH3:1])=[O:8], predict the reactants needed to synthesize it. The reactants are: [CH3:1][C:2]1[O:3][CH:4]=[CH:5][C:6]=1[C:7]([CH2:9][C:10]#[N:11])=[O:8].F[C:13]1C=CC(NN)=CC=1.[F:21][C:22]1[CH:27]=[C:26]([F:28])[CH:25]=[CH:24][C:23]=1[NH:29][NH2:30].